From a dataset of Full USPTO retrosynthesis dataset with 1.9M reactions from patents (1976-2016). Predict the reactants needed to synthesize the given product. (1) Given the product [C:20]1([NH:19][C:17]([N:14]2[CH2:15][CH2:16][CH:11]([S:10][C:7]3[CH:6]=[CH:5][C:4]([CH2:3][CH2:2][NH:1][CH2:54][C@H:52]([OH:53])[CH2:51][O:50][C:47]4[CH:48]=[CH:49][C:44]([OH:43])=[CH:45][CH:46]=4)=[CH:9][CH:8]=3)[CH2:12][CH2:13]2)=[O:18])[CH:21]=[CH:22][CH:23]=[CH:24][CH:25]=1, predict the reactants needed to synthesize it. The reactants are: [NH2:1][CH2:2][CH2:3][C:4]1[CH:9]=[CH:8][C:7]([S:10][CH:11]2[CH2:16][CH2:15][N:14]([C:17]([NH:19][C:20]3[CH:25]=[CH:24][CH:23]=[CH:22][CH:21]=3)=[O:18])[CH2:13][CH2:12]2)=[CH:6][CH:5]=1.C([Si]([O:43][C:44]1[CH:49]=[CH:48][C:47]([O:50][CH2:51][C@@H:52]2[CH2:54][O:53]2)=[CH:46][CH:45]=1)(C1C=CC=CC=1)C1C=CC=CC=1)(C)(C)C. (2) Given the product [CH3:35][NH:27][C@H:24]1[CH2:25][CH2:26][N:22]([C:3]2[C:2]([C:40]3[CH:41]=[N:36][CH:37]=[N:38][CH:39]=3)=[CH:7][C:6]([C:8]([NH:9][C:10]3[CH:15]=[CH:14][C:13]([O:16][C:17]([F:20])([F:19])[F:18])=[CH:12][CH:11]=3)=[O:21])=[CH:5][N:4]=2)[CH2:23]1, predict the reactants needed to synthesize it. The reactants are: Br[C:2]1[C:3]([N:22]2[CH2:26][CH2:25][C@H:24]([N:27]([CH3:35])C(=O)OC(C)(C)C)[CH2:23]2)=[N:4][CH:5]=[C:6]([C:8](=[O:21])[NH:9][C:10]2[CH:15]=[CH:14][C:13]([O:16][C:17]([F:20])([F:19])[F:18])=[CH:12][CH:11]=2)[CH:7]=1.[N:36]1[CH:41]=[C:40](B(O)O)[CH:39]=[N:38][CH:37]=1. (3) Given the product [Br:1][C:2]1[CH:7]=[CH:6][C:5]([C:8]2[CH:13]=[CH:12][C:11]([O:14][CH2:18][CH2:19][CH2:20][CH2:21][CH2:22][CH3:23])=[CH:10][C:9]=2[O:15][CH2:6][CH2:7][CH2:2][CH2:3][CH2:4][CH3:5])=[CH:4][CH:3]=1, predict the reactants needed to synthesize it. The reactants are: [Br:1][C:2]1[CH:7]=[CH:6][C:5]([C:8]2[C:9]([OH:15])=[CH:10][C:11]([OH:14])=[CH:12][CH:13]=2)=[CH:4][CH:3]=1.[OH-].[K+].[CH2:18](Br)[CH2:19][CH2:20][CH2:21][CH2:22][CH3:23]. (4) The reactants are: F[C:2]1[N:7]=[C:6]([N:8]([CH3:21])[C:9]2[CH:14]=[CH:13][N:12]=[C:11]([C:15]3[CH:20]=[CH:19][CH:18]=[CH:17][CH:16]=3)[N:10]=2)[CH:5]=[CH:4][N:3]=1.[NH2:22][CH2:23][CH2:24][C:25]1[CH:26]=[C:27]([C@@H:31]([NH:33][C:34](=[O:40])[O:35][C:36]([CH3:39])([CH3:38])[CH3:37])[CH3:32])[CH:28]=[CH:29][CH:30]=1.C([O-])([O-])=O.[Na+].[Na+]. Given the product [CH3:21][N:8]([C:9]1[CH:14]=[CH:13][N:12]=[C:11]([C:15]2[CH:20]=[CH:19][CH:18]=[CH:17][CH:16]=2)[N:10]=1)[C:6]1[CH:5]=[CH:4][N:3]=[C:2]([NH:22][CH2:23][CH2:24][C:25]2[CH:26]=[C:27]([C@@H:31]([NH:33][C:34](=[O:40])[O:35][C:36]([CH3:39])([CH3:38])[CH3:37])[CH3:32])[CH:28]=[CH:29][CH:30]=2)[N:7]=1, predict the reactants needed to synthesize it. (5) Given the product [NH2:22][C:19]1[CH:20]=[CH:21][C:16]([O:15][CH3:14])=[CH:17][C:18]=1[NH:23][C:11]([C:10]1[C:4]2[C:5](=[N:6][CH:7]=[C:2]([Br:1])[CH:3]=2)[NH:8][N:9]=1)=[O:13], predict the reactants needed to synthesize it. The reactants are: [Br:1][C:2]1[CH:3]=[C:4]2[C:10]([C:11]([OH:13])=O)=[N:9][NH:8][C:5]2=[N:6][CH:7]=1.[CH3:14][O:15][C:16]1[CH:17]=[C:18]([NH2:23])[C:19]([NH2:22])=[CH:20][CH:21]=1.CN(C(ON1N=NC2C=CC=NC1=2)=[N+](C)C)C.F[P-](F)(F)(F)(F)F.CCN(C(C)C)C(C)C. (6) Given the product [CH:3]1([CH2:2][NH:1][C:12]([C:14]2[N:15]=[N:16][C:17]([NH:20][CH2:21][C:22]3[C:23]([C:28]4[CH:33]=[CH:32][CH:31]=[CH:30][CH:29]=4)=[N:24][O:25][C:26]=3[CH3:27])=[CH:18][CH:19]=2)=[O:11])[CH2:5][CH2:4]1, predict the reactants needed to synthesize it. The reactants are: [NH2:1][CH2:2][CH:3]1[CH2:5][CH2:4]1.C[Al](C)C.C[O:11][C:12]([C:14]1[N:15]=[N:16][C:17]([NH:20][CH2:21][C:22]2[C:23]([C:28]3[CH:33]=[CH:32][CH:31]=[CH:30][CH:29]=3)=[N:24][O:25][C:26]=2[CH3:27])=[CH:18][CH:19]=1)=O.O. (7) Given the product [CH3:2][O:3][C:4]([C:6]1[N:7]([C:20]2[CH:25]=[CH:24][CH:23]=[CH:22][CH:21]=2)[C:8]2[C:13]([C:14](=[O:18])[C:15]=1[CH2:16][NH:17][C:26](=[O:30])[CH:27]([CH3:29])[CH3:28])=[CH:12][CH:11]=[C:10]([Cl:19])[CH:9]=2)=[O:5], predict the reactants needed to synthesize it. The reactants are: Cl.[CH3:2][O:3][C:4]([C:6]1[N:7]([C:20]2[CH:25]=[CH:24][CH:23]=[CH:22][CH:21]=2)[C:8]2[C:13]([C:14](=[O:18])[C:15]=1[CH2:16][NH2:17])=[CH:12][CH:11]=[C:10]([Cl:19])[CH:9]=2)=[O:5].[C:26](Cl)(=[O:30])[CH:27]([CH3:29])[CH3:28]. (8) The reactants are: [CH3:1][C:2]([CH3:10])([CH3:9])[CH2:3][CH:4]([C:7]#[N:8])[C:5]#[N:6].[H-].[Na+].[H][H].Br[CH2:16][CH2:17][C:18]([F:21])([F:20])[F:19]. Given the product [CH3:1][C:2]([CH3:10])([CH3:9])[CH2:3][C:4]([CH2:16][CH2:17][C:18]([F:21])([F:20])[F:19])([C:7]#[N:8])[C:5]#[N:6], predict the reactants needed to synthesize it. (9) Given the product [C:1]([C:3]1[CH:8]=[CH:7][C:6]([C@H:9]([C:20]2[CH:25]=[CH:24][CH:23]=[CH:22][C:21]=2[CH3:26])[CH2:10][C:11]([C:13]2[CH:18]=[CH:17][N:16]=[C:15]([CH3:19])[CH:14]=2)=[N:28][OH:29])=[CH:5][CH:4]=1)#[CH:2], predict the reactants needed to synthesize it. The reactants are: [C:1]([C:3]1[CH:8]=[CH:7][C:6]([C@H:9]([C:20]2[CH:25]=[CH:24][CH:23]=[CH:22][C:21]=2[CH3:26])[CH2:10][C:11]([C:13]2[CH:18]=[CH:17][N:16]=[C:15]([CH3:19])[CH:14]=2)=O)=[CH:5][CH:4]=1)#[CH:2].Cl.[NH2:28][OH:29].C(=O)([O-])O.[Na+].